This data is from Reaction yield outcomes from USPTO patents with 853,638 reactions. The task is: Predict the reaction yield, written as a fraction of the theoretical maximum amount of product (1.0 means a 100% yield; for example, 0.34 means a 34% yield). The reactants are Br[CH2:2][CH2:3][CH:4]([S:9]([OH:12])(=[O:11])=[O:10])[C:5]([O:7][CH3:8])=[O:6].[C:13]([OH:16])(=[S:15])[CH3:14].CCN(C(C)C)C(C)C. The catalyst is C1COCC1. The product is [C:13]([S:15][CH2:2][CH2:3][CH:4]([S:9]([OH:12])(=[O:11])=[O:10])[C:5]([O:7][CH3:8])=[O:6])(=[O:16])[CH3:14]. The yield is 0.900.